This data is from Catalyst prediction with 721,799 reactions and 888 catalyst types from USPTO. The task is: Predict which catalyst facilitates the given reaction. (1) Reactant: C([O:5][C:6](=[O:18])[C:7]1[CH:12]=[C:11]([CH2:13][CH:14]([CH3:16])[CH3:15])[N:10]=[C:9]([Cl:17])[CH:8]=1)(C)(C)C. Product: [ClH:17].[Cl:17][C:9]1[CH:8]=[C:7]([CH:12]=[C:11]([CH2:13][CH:14]([CH3:16])[CH3:15])[N:10]=1)[C:6]([OH:18])=[O:5]. The catalyst class is: 89. (2) Reactant: [N+](C1C=CC([N:10]([C:14]2[S:15][C:16]([CH:19]([CH3:21])[CH3:20])=[CH:17][N:18]=2)[C:11](=[O:13])[O-])=CC=1)([O-])=O.[I:22][C:23]1[CH:24]=[C:25]([CH:27]=[CH:28][CH:29]=1)[NH2:26]. Product: [CH:19]([C:16]1[S:15][C:14]([NH:10][C:11]([NH:26][C:25]2[CH:27]=[CH:28][CH:29]=[C:23]([I:22])[CH:24]=2)=[O:13])=[N:18][CH:17]=1)([CH3:20])[CH3:21]. The catalyst class is: 10. (3) Reactant: [F:1][C:2]1[CH:3]=[CH:4][CH:5]=[C:6]2[C:10]=1[N:9]1[CH2:11][C@@H:12](OS(C)(=O)=O)[CH2:13][CH2:14][C:8]1=[C:7]2[CH2:20][C:21]([O:23][CH2:24][CH3:25])=[O:22].[N-:26]=[N+:27]=[N-:28].[Na+].CCN(CC)CC.N#N. Product: [F:1][C:2]1[CH:3]=[CH:4][CH:5]=[C:6]2[C:10]=1[N:9]1[CH2:11][C@H:12]([N:26]=[N+:27]=[N-:28])[CH2:13][CH2:14][C:8]1=[C:7]2[CH2:20][C:21]([O:23][CH2:24][CH3:25])=[O:22]. The catalyst class is: 136. (4) Reactant: [Br:1][C:2]1[C:3]([N:11]2[CH2:16][CH2:15][N:14]([C:17](=[O:35])[C@H:18]([NH:27]C(=O)OC(C)(C)C)[CH2:19][C:20]3[CH:25]=[CH:24][C:23]([Cl:26])=[CH:22][CH:21]=3)[CH2:13][CH2:12]2)=[C:4]2[CH:10]=[CH:9][NH:8][C:5]2=[N:6][CH:7]=1.C(O)(C(F)(F)F)=O. Product: [NH2:27][C@H:18]([CH2:19][C:20]1[CH:25]=[CH:24][C:23]([Cl:26])=[CH:22][CH:21]=1)[C:17]([N:14]1[CH2:15][CH2:16][N:11]([C:3]2[C:2]([Br:1])=[CH:7][N:6]=[C:5]3[NH:8][CH:9]=[CH:10][C:4]=23)[CH2:12][CH2:13]1)=[O:35]. The catalyst class is: 2. (5) Reactant: [NH2:1][C:2]1[CH:3]=[C:4]([S:9]([OH:12])(=[O:11])=[O:10])[CH:5]=[CH:6][C:7]=1[NH2:8].C([N:15]([CH2:18][CH3:19])[CH2:16][CH3:17])C.Cl. Product: [NH:8]1[C:7]2[CH:6]=[CH:5][C:4]([S:9]([OH:12])(=[O:10])=[O:11])=[CH:3][C:2]=2[N:1]=[C:17]1[C:16]1[NH:15][C:18]2[CH:19]=[CH:5][C:4]([S:9]([OH:12])(=[O:11])=[O:10])=[CH:3][C:2]=2[N:1]=1. The catalyst class is: 5. (6) Reactant: [C:1](Cl)(=O)C(Cl)=O.[C:7](O)(=O)[CH2:8][CH2:9][CH2:10][CH2:11][C:12]#C.[CH3:16][C:17]1[NH:18][CH:19]=[C:20]([CH3:22])[CH:21]=1.[B:23]([F:26])(F)[F:24].CCOCC.[CH:32]([N:35]([CH:38]([CH3:40])[CH3:39])CC)([CH3:34])[CH3:33]. Product: [B-:23]1([F:26])([F:24])[N+:35]2=[C:32]([CH3:33])[CH:34]=[C:39]([CH3:1])[C:38]2=[C:40]([CH2:12][CH2:11][CH2:10][CH2:9][C:8]#[CH:7])[C:19]2[N:18]1[C:17]([CH3:16])=[CH:21][C:20]=2[CH3:22]. The catalyst class is: 588.